Task: Regression/Classification. Given a drug SMILES string, predict its toxicity properties. Task type varies by dataset: regression for continuous values (e.g., LD50, hERG inhibition percentage) or binary classification for toxic/non-toxic outcomes (e.g., AMES mutagenicity, cardiotoxicity, hepatotoxicity). Dataset: ames.. Dataset: Ames mutagenicity test results for genotoxicity prediction (1) The compound is Nc1c2ccccc2nc2ccccc12. The result is 1 (mutagenic). (2) The compound is C1COCCOCCOCCOCCOCCO1. The result is 0 (non-mutagenic). (3) The drug is COc1ccc2c(c1OC)c(=O)n(C)c1c3cc4c(cc3ccc21)OCO4. The result is 1 (mutagenic). (4) The result is 0 (non-mutagenic). The drug is NCCN1CCNCC1. (5) The compound is C=C1CCC2CC1C2(C)C. The result is 0 (non-mutagenic). (6) The compound is CCCCCCCCCC=CCC1CC(=O)OC1=O. The result is 0 (non-mutagenic). (7) The molecule is CC1C=C(C=O)C(C=O)=CC2CC(C)(C)CC12. The result is 0 (non-mutagenic). (8) The drug is C=C[C@H]1CN2CC[C@H]1C[C@H]2[C@H](O)c1ccnc2ccc(OC)cc12. The result is 0 (non-mutagenic). (9) The compound is CC1(C)CCCC2(C)C(C=O)C(C=O)=CCC12. The result is 0 (non-mutagenic).